This data is from Forward reaction prediction with 1.9M reactions from USPTO patents (1976-2016). The task is: Predict the product of the given reaction. (1) Given the reactants [CH2:1]([S:3]([NH:6][C:7]1[C:8]([CH3:34])=[C:9]([CH:31]=[CH:32][CH:33]=1)[O:10][C:11]1[C:12]([C:28]([NH2:30])=[O:29])=[C:13]([NH:19][C:20]2[CH:25]=[CH:24][C:23]([I:26])=[CH:22][C:21]=2[F:27])[N:14]([CH3:18])[C:15](=[O:17])[CH:16]=1)(=[O:5])=[O:4])[CH3:2].[F:35][B-](F)(F)F.F[B-](F)(F)F.ClC[N+]12CC[N+](F)(CC1)CC2, predict the reaction product. The product is: [CH2:1]([S:3]([NH:6][C:7]1[C:8]([CH3:34])=[C:9]([CH:31]=[CH:32][CH:33]=1)[O:10][C:11]1[C:12]([C:28]([NH2:30])=[O:29])=[C:13]([NH:19][C:20]2[CH:25]=[CH:24][C:23]([I:26])=[CH:22][C:21]=2[F:27])[N:14]([CH3:18])[C:15](=[O:17])[C:16]=1[F:35])(=[O:4])=[O:5])[CH3:2]. (2) The product is: [C:45]([C:49]1[CH:66]=[CH:65][C:52]([CH2:53][N:54]([CH2:55][CH2:56][C:57]2[CH:62]=[CH:61][C:60]([F:63])=[C:59]([F:64])[CH:58]=2)[C:11]([C:10]2[C:2]([F:1])=[CH:3][CH:4]=[C:5]3[C:9]=2[NH:8][CH:7]=[CH:6]3)=[O:13])=[CH:51][CH:50]=1)([CH3:48])([CH3:46])[CH3:47]. Given the reactants [F:1][C:2]1[C:10]([C:11]([OH:13])=O)=[C:9]2[C:5]([CH:6]=[CH:7][NH:8]2)=[CH:4][CH:3]=1.CN(C(ON1N=NC2C=CC=CC1=2)=[N+](C)C)C.[B-](F)(F)(F)F.C(N(CC)C(C)C)(C)C.[C:45]([C:49]1[CH:66]=[CH:65][C:52]([CH2:53][NH:54][CH2:55][CH2:56][C:57]2[CH:62]=[CH:61][C:60]([F:63])=[C:59]([F:64])[CH:58]=2)=[CH:51][CH:50]=1)([CH3:48])([CH3:47])[CH3:46], predict the reaction product. (3) Given the reactants COC1C=C(OC)C=CC=1C[N:6]([C:36]1[CH:41]=[CH:40][N:39]=[CH:38][N:37]=1)[S:7]([C:10]1[CH:15]=[C:14]([F:16])[C:13]([O:17][C@H:18]2[CH2:23][CH2:22][CH2:21][CH2:20][C@@H:19]2[C:24]2[N:28](C3CCCCO3)[N:27]=[CH:26][CH:25]=2)=[CH:12][C:11]=1[F:35])(=[O:9])=[O:8].C([SiH](CC)CC)C.CO, predict the reaction product. The product is: [F:35][C:11]1[CH:12]=[C:13]([O:17][C@H:18]2[CH2:23][CH2:22][CH2:21][CH2:20][C@@H:19]2[C:24]2[NH:28][N:27]=[CH:26][CH:25]=2)[C:14]([F:16])=[CH:15][C:10]=1[S:7]([NH:6][C:36]1[CH:41]=[CH:40][N:39]=[CH:38][N:37]=1)(=[O:8])=[O:9].